This data is from Reaction yield outcomes from USPTO patents with 853,638 reactions. The task is: Predict the reaction yield, written as a fraction of the theoretical maximum amount of product (1.0 means a 100% yield; for example, 0.34 means a 34% yield). The reactants are [Br:1]Br.[F:3][C:4]1[CH:13]=[C:12]2[C:7]([CH:8]=[CH:9][N:10](C)[C:11]2=[O:14])=[CH:6][CH:5]=1.O. The catalyst is C(O)(=O)C. The product is [Br:1][C:8]1[C:7]2[C:12](=[CH:13][C:4]([F:3])=[CH:5][CH:6]=2)[C:11](=[O:14])[NH:10][CH:9]=1. The yield is 0.440.